From a dataset of Forward reaction prediction with 1.9M reactions from USPTO patents (1976-2016). Predict the product of the given reaction. (1) Given the reactants C(OC([N:8]1[CH2:13][CH2:12][C:11]([C:15]2[CH:20]=[CH:19][C:18]([Cl:21])=[CH:17][CH:16]=2)(O)[CH:10]([OH:22])[CH2:9]1)=O)(C)(C)C.C(N(S(F)(F)[F:29])CC)C.CO, predict the reaction product. The product is: [Cl:21][C:18]1[CH:19]=[CH:20][C:15]([C:11]2([F:29])[CH2:12][CH2:13][NH:8][CH2:9][CH:10]2[OH:22])=[CH:16][CH:17]=1. (2) Given the reactants [BH4-].[Na+].[CH:3]1([CH2:6][O:7][C:8]2[CH:9]=[CH:10][C:11]3[C:15]([CH:16]=2)=[N:14][N:13]([C@H:17]2[CH2:22][CH2:21][C@H:20]([CH2:23][CH2:24][C:25](=[O:27])[CH3:26])[CH2:19][CH2:18]2)[CH:12]=3)[CH2:5][CH2:4]1, predict the reaction product. The product is: [CH:3]1([CH2:6][O:7][C:8]2[CH:9]=[CH:10][C:11]3[C:15]([CH:16]=2)=[N:14][N:13]([C@H:17]2[CH2:22][CH2:21][C@H:20]([CH2:23][CH2:24][CH:25]([OH:27])[CH3:26])[CH2:19][CH2:18]2)[CH:12]=3)[CH2:5][CH2:4]1. (3) The product is: [CH2:26]([NH:16][C:6]1[CH:5]=[C:4]([N+:1]([O-:3])=[O:2])[N:9]=[C:8]2[N:10]([CH:13]([CH3:15])[CH3:14])[CH:11]=[N:12][C:7]=12)[C:27]1[CH:32]=[CH:31][CH:30]=[CH:29][CH:28]=1. Given the reactants [N+:1]([C:4]1[N:9]=[C:8]2[N:10]([CH:13]([CH3:15])[CH3:14])[CH:11]=[N:12][C:7]2=[C:6]([N+:16]([O-])=O)[CH:5]=1)([O-:3])=[O:2].CCN(CC)CC.[CH2:26](N)[C:27]1[CH:32]=[CH:31][CH:30]=[CH:29][CH:28]=1.CCOCC, predict the reaction product. (4) Given the reactants C(OC([N:8]([C:13]1[CH:52]=[CH:51][C:16]([CH2:17][O:18][C:19](=[O:50])[CH2:20][C:21]([O:23][C@H:24]([C:35]2[CH:40]=[CH:39][C:38]([O:41][CH:42]([F:44])[F:43])=[C:37]([O:45][CH2:46][CH:47]3[CH2:49][CH2:48]3)[CH:36]=2)[CH2:25][C:26]2[C:31]([Cl:32])=[CH:30][N+:29]([O-:33])=[CH:28][C:27]=2[Cl:34])=[O:22])=[CH:15][C:14]=1[O:53][CH2:54][CH:55]1[CH2:57][CH2:56]1)[S:9]([CH3:12])(=[O:11])=[O:10])=O)(C)(C)C.Cl, predict the reaction product. The product is: [Cl:34][C:27]1[CH:28]=[N+:29]([O-:33])[CH:30]=[C:31]([Cl:32])[C:26]=1[CH2:25][C@@H:24]([C:35]1[CH:40]=[CH:39][C:38]([O:41][CH:42]([F:43])[F:44])=[C:37]([O:45][CH2:46][CH:47]2[CH2:48][CH2:49]2)[CH:36]=1)[O:23][C:21](=[O:22])[CH2:20][C:19]([O:18][CH2:17][C:16]1[CH:51]=[CH:52][C:13]([NH:8][S:9]([CH3:12])(=[O:11])=[O:10])=[C:14]([O:53][CH2:54][CH:55]2[CH2:57][CH2:56]2)[CH:15]=1)=[O:50]. (5) Given the reactants [CH3:1][N:2]1[CH2:5][CH:4]([N:6]2[C:10]([C:11]3[CH:16]=[C:15]([C:17]([F:20])([F:19])[F:18])[CH:14]=[CH:13][C:12]=3[OH:21])=[CH:9][CH:8]=[N:7]2)[CH2:3]1.CC(C)([O-])C.[K+].[S:28]1[CH:32]=[C:31]([N:33]([S:41]([C:44]2[CH:49]=[C:48]([F:50])[C:47](F)=[CH:46][C:45]=2[F:52])(=[O:43])=[O:42])C(=O)OC(C)(C)C)[N:30]=[CH:29]1.O, predict the reaction product. The product is: [F:52][C:45]1[CH:46]=[C:47]([O:21][C:12]2[CH:13]=[CH:14][C:15]([C:17]([F:20])([F:19])[F:18])=[CH:16][C:11]=2[C:10]2[N:6]([CH:4]3[CH2:3][N:2]([CH3:1])[CH2:5]3)[N:7]=[CH:8][CH:9]=2)[C:48]([F:50])=[CH:49][C:44]=1[S:41]([NH:33][C:31]1[N:30]=[CH:29][S:28][CH:32]=1)(=[O:43])=[O:42]. (6) Given the reactants [Br:1][C:2]1[CH:3]=[CH:4][C:5]([NH:11][C:12](=[O:31])[C:13]2[CH:18]=[CH:17][C:16]([S:19]([N:22](CC)[C:23]3[CH:28]=[CH:27][CH:26]=[CH:25][CH:24]=3)(=[O:21])=[O:20])=[CH:15][CH:14]=2)=[C:6]([CH:10]=1)[C:7]([OH:9])=[O:8].Cl[C:33](Cl)([O:35]C(=O)OC(Cl)(Cl)Cl)Cl.[O:44]1CCOC[CH2:45]1, predict the reaction product. The product is: [Br:1][C:2]1[CH:3]=[CH:4][C:5]([NH:11][C:12](=[O:31])[C:13]2[CH:18]=[CH:17][C:16]([S:19]([NH:22][C:23]3[CH:24]=[C:25]([O:35][CH3:33])[CH:26]=[C:27]([O:44][CH3:45])[CH:28]=3)(=[O:21])=[O:20])=[CH:15][CH:14]=2)=[C:6]([CH:10]=1)[C:7]([OH:9])=[O:8]. (7) Given the reactants [CH3:1][N:2]1[CH2:7][CH2:6][C:5]([C:27]2[CH:32]=[CH:31][C:30]([F:33])=[CH:29][CH:28]=2)([CH:8]([O:22][CH:23]=[CH:24][O:25][CH3:26])[C:9]2[C:18]3[C:13](=[CH:14][CH:15]=[CH:16][CH:17]=3)[C:12]([O:19][CH3:20])=[C:11](I)[CH:10]=2)[CH2:4][CH2:3]1.[Cu][C:35]#[N:36].C([O-])(O)=O.[Na+], predict the reaction product. The product is: [CH3:1][N:2]1[CH2:7][CH2:6][C:5]([C:27]2[CH:32]=[CH:31][C:30]([F:33])=[CH:29][CH:28]=2)([CH:8]([O:22][CH:23]=[CH:24][O:25][CH3:26])[C:9]2[C:18]3[C:13](=[CH:14][CH:15]=[CH:16][CH:17]=3)[C:12]([O:19][CH3:20])=[C:11]([C:35]#[N:36])[CH:10]=2)[CH2:4][CH2:3]1.